This data is from Forward reaction prediction with 1.9M reactions from USPTO patents (1976-2016). The task is: Predict the product of the given reaction. Given the reactants N#N.[NH2:3][C:4]([NH:6][C:7]1[C:8]([C:21]([NH2:23])=[O:22])=[N:9][N:10]([C:12]2[CH:17]=[CH:16][C:15](Br)=[CH:14][C:13]=2[CH2:19][CH3:20])[CH:11]=1)=[O:5].[OH:24][C:25]1[CH:26]=[C:27](B(O)O)[CH:28]=[CH:29][CH:30]=1.C([O-])([O-])=O.[Cs+].[Cs+], predict the reaction product. The product is: [NH2:3][C:4]([NH:6][C:7]1[C:8]([C:21]([NH2:23])=[O:22])=[N:9][N:10]([C:12]2[CH:17]=[CH:16][C:15]([C:29]3[CH:28]=[CH:27][CH:26]=[C:25]([OH:24])[CH:30]=3)=[CH:14][C:13]=2[CH2:19][CH3:20])[CH:11]=1)=[O:5].